This data is from Full USPTO retrosynthesis dataset with 1.9M reactions from patents (1976-2016). The task is: Predict the reactants needed to synthesize the given product. (1) Given the product [CH3:26][O:16][C:15]([C:13]1[N:12]2[N:18]=[CH:19][CH:20]=[C:11]2[N:10]=[C:9]([C:7](=[O:8])[NH:6][CH2:5][C:4]2[CH:21]=[CH:22][C:23]([F:24])=[C:2]([F:1])[CH:3]=2)[CH:14]=1)=[O:17], predict the reactants needed to synthesize it. The reactants are: [F:1][C:2]1[CH:3]=[C:4]([CH:21]=[CH:22][C:23]=1[F:24])[CH2:5][NH:6][C:7]([C:9]1[CH:14]=[C:13]([C:15]([OH:17])=[O:16])[N:12]2[N:18]=[CH:19][CH:20]=[C:11]2[N:10]=1)=[O:8].[Si](C=[N+]=[N-])(C)(C)[CH3:26]. (2) Given the product [C:1]1([CH2:7][CH2:8][S:9][C:28]([S:30][C:32]([CH3:37])([CH3:36])[C:33]([OH:35])=[O:34])=[S:29])[CH:6]=[CH:5][CH:4]=[CH:3][CH:2]=1, predict the reactants needed to synthesize it. The reactants are: [C:1]1([CH2:7][CH2:8][SH:9])[CH:6]=[CH:5][CH:4]=[CH:3][CH:2]=1.[O-]P(OP(OP([O-])([O-])=O)([O-])=O)(=O)[O-].[K+].[K+].[K+].[K+].[K+].[C:28](=[S:30])=[S:29].Br[C:32]([CH3:37])([CH3:36])[C:33]([OH:35])=[O:34].